This data is from Human Reference Interactome with 51,813 positive PPI pairs across 8,248 proteins, plus equal number of experimentally-validated negative pairs. The task is: Binary Classification. Given two protein amino acid sequences, predict whether they physically interact or not. (1) Protein 1 (ENSG00000166211) has sequence MTCVEQDKLGQAFEDAFEVLRQHSTGDLQYSPDYRNYLALINHRPHVKGNSSCYGVLPTEEPVYNWRTVINSAADFYFEGNIHQSLQNITENQLVQPTLLQQKGGKGRKKLRLFEYLHESLYNPEMASCIQWVDKTKGIFQFVSKNKEKLAELWGKRKGNRKTMTYQKMARALRNYGRSGEITKIRRKLTYQFSEAILQRLSPSYFLGKEIFYSQCVQPDQEYLSLNNWNANYNYTYANYHELNHHDC*. Protein 2 (ENSG00000118985) has sequence MAAGGTGGLREEQRYGLSCGRLGQDNITVLHVKLTETAIRALETYQSHKNLIPFRPSIQFQGLHGLVKIPKNDPLNEVHNFNFYLSNVGKDNPQGSFDCIQQTFSSSGASQLNCLGFIQDKITVCATNDSYQMTRERMTQAEEESRNRSTKVIKPGGPYVGKRVQIRKAPQAVSDTVPERKRSTPMNPANTIRKTHSSSTISQRPYRDRVIHLLALKAYKKPELLARLQKDGVNQKDKNSLGAILQQVANLNSKDLSYTLKDYVFKELQRDWPGYSEIDRRSLESVLSRKLNPSQNAAGT.... Result: 0 (the proteins do not interact). (2) Protein 1 (ENSG00000072401) has sequence MALKRIQKELSDLQRDPPAHCSAGPVGDDLFHWQATIMGPPDSAYQGGVFFLTVHFPTDYPFKPPKIAFTTKIYHPNINSNGSICLDILRSQWSPALTVSKVLLSICSLLCDPNPDDPLVPDIAQIYKSDKEKYNRHAREWTQKYAM*MTPDSAYQGGVFFLTVHFPTDYPFKPPKIAFTTKIYHPNINSNGSICLDILRSQWSPALTVSKVLLSICSLLCDPNPDDPLVPDIAQIYKSDKEKYNRHAREWTQKYAM*. Protein 2 (ENSG00000167770) has sequence MAAEEPQQQKQEPLGSDSEGVNCLAYDEAIMAQQDRIQQEIAVQNPLVSERLELSVLYKEYAEDDNIYQQKIKDLHKKYSYIRKTRPDGNCFYRAFGFSHLEALLDDSKELQRRFKAVSAKSKEDLVSQGFTEFTIEDFHNTFMDLIEQVEKQTSVADLLASFNDQSTSDYLVVYLRLLTSGYLQRESKFFEHFIEGGRTVKEFCQQEVEPMCKESDHIHIIALAQALSVSIQVEYMDRGEGGTTNPHIFPEGSEPKVYLLYRPGHYDILYK*MAAEEPQQQKQEPLGSDSEGVNCLAYD.... Result: 1 (the proteins interact). (3) Protein 1 (ENSG00000154917) has sequence MSAGGDFGNPLRKFKLVFLGEQSVGKTSLITRFMYDSFDNTYQATIGIDFLSKTMYLEDRTVRLQLWDTAGQERFRSLIPSYIRDSTVAVVVYDITNLNSFQQTSKWIDDVRTERGSDVIIMLVGNKTDLADKRQITIEEGEQRAKELSVMFIETSAKTGYNVKQLFRRVASALPGMENVQEKSKEGMIDIKLDKPQEPPASEGGCSC*MYLEDRTVRLQLWDTAGQERFRSLIPSYIRDSTVAVVVYDITNLNSFQQTSKWIDDVRTERGSDVIIMLVGNKTDLADKRQITMYDSFDNT.... Protein 2 (ENSG00000157992) has sequence MRRCSLCAFDAARGPRRLMRVGLALILVGHVNLLLGAVLHGTVLRHVANPRGAVTPEYTVANVISVGSGLLSVSVGLVALLASRNLLRPPLHWVLLALALVNLLLSVACSLGLLLAVSLTVANGGRRLIADCHPGLLDPLVPLDEGPGHTDCPFDPTRIYDTALALWIPSLLMSAGEAALSGYCCVAALTLRGVGPCRKDGLQGQLEEMTELESPKCKRQENEQLLDQNQEIRASQRSWV*MRVGLALILVGHVNLLLGAVLHGTVLRHVANPRGAVTPEYTVANVISVGSGLLSVSVGL.... Result: 0 (the proteins do not interact).